This data is from Full USPTO retrosynthesis dataset with 1.9M reactions from patents (1976-2016). The task is: Predict the reactants needed to synthesize the given product. (1) The reactants are: Cl[C:2]1[N:7]=[C:6]([O:8][C:9]2[CH:37]=[CH:36][CH:35]=[CH:34][C:10]=2[CH2:11][NH:12][C:13]([NH:15][C:16]2[N:20]([C:21]3[CH:26]=[CH:25][C:24]([CH3:27])=[CH:23][CH:22]=3)[N:19]=[C:18]([CH:28]3[CH2:33][CH2:32][CH2:31][CH2:30][CH2:29]3)[CH:17]=2)=[O:14])[CH:5]=[CH:4][N:3]=1.C(=O)([O-])[O-].[Na+].[Na+].[NH:44]1[CH2:49][CH2:48][O:47][CH2:46][CH2:45]1. Given the product [O:47]1[CH2:48][CH2:49][N:44]([C:2]2[N:7]=[C:6]([O:8][C:9]3[CH:37]=[CH:36][CH:35]=[CH:34][C:10]=3[CH2:11][NH:12][C:13]([NH:15][C:16]3[N:20]([C:21]4[CH:22]=[CH:23][C:24]([CH3:27])=[CH:25][CH:26]=4)[N:19]=[C:18]([CH:28]4[CH2:29][CH2:30][CH2:31][CH2:32][CH2:33]4)[CH:17]=3)=[O:14])[CH:5]=[CH:4][N:3]=2)[CH2:45][CH2:46]1, predict the reactants needed to synthesize it. (2) Given the product [C:18]([NH:17][C@H:15]1[CH2:16][N:12]([C:10](=[O:11])[CH2:9][NH:8][CH:1]=[O:3])[C@H:13]([C:26]([OH:28])=[O:27])[CH2:14]1)(=[O:25])[C:19]1[CH:20]=[CH:21][CH:22]=[CH:23][CH:24]=1, predict the reactants needed to synthesize it. The reactants are: [C:1](OC(=O)C)(=[O:3])C.[NH2:8][CH2:9][C:10]([N:12]1[CH2:16][C@H:15]([NH:17][C:18](=[O:25])[C:19]2[CH:24]=[CH:23][CH:22]=[CH:21][CH:20]=2)[CH2:14][C@H:13]1[C:26]([OH:28])=[O:27])=[O:11]. (3) The reactants are: [Na].[CH:2]([CH:4]([CH2:7][C:8]#[N:9])[C:5]#[N:6])=O.[C:10]([NH2:14])([CH3:13])([CH3:12])[CH3:11].[OH-].[K+]. Given the product [NH2:9][C:8]1[N:14]([C:10]([CH3:13])([CH3:12])[CH3:11])[CH:2]=[C:4]([C:5]#[N:6])[CH:7]=1, predict the reactants needed to synthesize it.